This data is from Reaction yield outcomes from USPTO patents with 853,638 reactions. The task is: Predict the reaction yield, written as a fraction of the theoretical maximum amount of product (1.0 means a 100% yield; for example, 0.34 means a 34% yield). The reactants are CO[CH2:3][N:4]([CH2:10][C:11]1[CH:16]=[CH:15][CH:14]=[CH:13][CH:12]=1)[CH2:5][Si](C)(C)C.[CH2:17]([O:19][C:20](=[O:31])/[C:21](/[CH3:30])=[CH:22]/[C:23]1[CH:28]=[CH:27][C:26]([Cl:29])=[CH:25][CH:24]=1)[CH3:18].FC(F)(F)C(O)=O. The catalyst is C(Cl)Cl. The product is [CH2:17]([O:19][C:20]([C:21]1([CH3:30])[CH:22]([C:23]2[CH:24]=[CH:25][C:26]([Cl:29])=[CH:27][CH:28]=2)[CH2:3][N:4]([CH2:10][C:11]2[CH:12]=[CH:13][CH:14]=[CH:15][CH:16]=2)[CH2:5]1)=[O:31])[CH3:18]. The yield is 0.540.